From a dataset of Full USPTO retrosynthesis dataset with 1.9M reactions from patents (1976-2016). Predict the reactants needed to synthesize the given product. (1) Given the product [OH:5][CH2:4][CH2:3][CH2:2][NH:1][C:11](=[O:12])[CH2:10][C:6]([CH3:9])([CH3:8])[CH3:7], predict the reactants needed to synthesize it. The reactants are: [NH2:1][CH2:2][CH2:3][CH2:4][OH:5].[C:6]([CH2:10][C:11](Cl)=[O:12])([CH3:9])([CH3:8])[CH3:7]. (2) The reactants are: [C:1]([O:5][CH:6]([C:12]1[C:21]([CH3:22])=[CH:20][C:19]2[C:14](=[CH:15][CH:16]=[CH:17][CH:18]=2)[C:13]=1[OH:23])[C:7]([O:9][CH2:10][CH3:11])=[O:8])([CH3:4])([CH3:3])[CH3:2].[Cl:24]C1C=C2C(C=C(C)C(C(O)C(OCC)=O)=C2O)=CC=1. Given the product [C:1]([O:5][CH:6]([C:12]1[C:21]([CH3:22])=[CH:20][C:19]2[C:14](=[CH:15][C:16]([Cl:24])=[CH:17][CH:18]=2)[C:13]=1[OH:23])[C:7]([O:9][CH2:10][CH3:11])=[O:8])([CH3:4])([CH3:2])[CH3:3], predict the reactants needed to synthesize it. (3) Given the product [C:21]([O:20][C:19](=[O:25])[NH:18][CH2:17][C:15]1[CH:16]=[C:11]([O:9][C:3]2[CH:4]=[C:5]([CH3:8])[CH:6]=[CH:7][C:2]=2[F:1])[CH:12]=[CH:13][C:14]=1[N+:26]([O-:28])=[O:27])([CH3:24])([CH3:22])[CH3:23], predict the reactants needed to synthesize it. The reactants are: [F:1][C:2]1[CH:7]=[CH:6][C:5]([CH3:8])=[CH:4][C:3]=1[OH:9].Cl[C:11]1[CH:12]=[CH:13][C:14]([N+:26]([O-:28])=[O:27])=[C:15]([CH2:17][NH:18][C:19](=[O:25])[O:20][C:21]([CH3:24])([CH3:23])[CH3:22])[CH:16]=1.[H-].[Na+]. (4) Given the product [F:25][C:26]([F:40])([F:41])[C:27]1[CH:34]=[CH:33][C:30]([CH2:31][NH:32][C:11]([C:7]2[CH:8]=[CH:9][CH:10]=[C:4]3[O:3][C:2](=[O:1])[NH:6][C:5]=23)=[O:13])=[C:29]([N:35]2[CH2:39][CH2:20][O:22][CH2:23][CH2:24]2)[CH:28]=1, predict the reactants needed to synthesize it. The reactants are: [O:1]=[C:2]1[NH:6][C:5]2=[C:7]([C:11]([OH:13])=O)[CH:8]=[CH:9][CH:10]=[C:4]2[O:3]1.[CH3:24][CH2:23][O:22][C:20](O[C:20]([O:22][CH2:23][CH3:24])=O)=O.[F:25][C:26]([F:41])([F:40])[C:27]1[CH:34]=[CH:33][C:30]([C:31]#[N:32])=[C:29]([N:35]2[CH:39]=NC=N2)[CH:28]=1. (5) Given the product [CH3:1][O:2][C:3]([C:5]1[CH:6]=[C:7]2[C:12](=[C:13]([Cl:15])[CH:14]=1)[NH:11][CH:10]([C:16]1[CH:21]=[CH:20][CH:19]=[C:18]([Br:22])[CH:17]=1)[C:9]([CH3:24])([CH3:23])[CH2:8]2)=[O:4], predict the reactants needed to synthesize it. The reactants are: [CH3:1][O:2][C:3]([C:5]1[CH:6]=[C:7]2[C:12](=[C:13]([Cl:15])[CH:14]=1)[NH:11][CH:10]([C:16]1[CH:21]=[CH:20][CH:19]=[C:18]([Br:22])[CH:17]=1)[C:9]([CH3:24])([CH3:23])[CH:8]2O)=[O:4].C([SiH](CC)CC)C. (6) Given the product [CH3:14][N:15]1[C:4](=[O:6])[C:3]2[C:2](=[CH:10][CH:9]=[C:8]([NH:11][S:34]([CH3:33])(=[O:36])=[O:35])[CH:7]=2)[N:1]=[C:29]1[C:28]1[CH:31]=[CH:32][C:25]([O:24][CH2:23][CH2:22][CH2:21][N:16]2[CH2:20][CH2:19][CH2:18][CH2:17]2)=[CH:26][CH:27]=1, predict the reactants needed to synthesize it. The reactants are: [NH2:1][C:2]1[CH:10]=[CH:9][C:8]([N+:11]([O-])=O)=[CH:7][C:3]=1[C:4]([OH:6])=O.[CH3:14][NH2:15].[N:16]1([CH2:21][CH2:22][CH2:23][O:24][C:25]2[CH:32]=[CH:31][C:28]([CH:29]=O)=[CH:27][CH:26]=2)[CH2:20][CH2:19][CH2:18][CH2:17]1.[CH3:33][S:34](Cl)(=[O:36])=[O:35]. (7) The reactants are: [CH2:1]([O:8][C:9]([C:11]1([C:14]([OH:16])=O)[CH2:13][CH2:12]1)=[O:10])[C:2]1[CH:7]=[CH:6][CH:5]=[CH:4][CH:3]=1.CN1CCOCC1.S(Cl)(Cl)=O.[NH2:28][C:29]1[C:44]([F:45])=[CH:43][C:32]([O:33][C:34]2[CH:39]=[CH:38][N:37]=[C:36]([C:40]([NH2:42])=[O:41])[CH:35]=2)=[C:31]([F:46])[CH:30]=1. Given the product [NH2:42][C:40]([C:36]1[CH:35]=[C:34]([O:33][C:32]2[C:31]([F:46])=[CH:30][C:29]([NH:28][C:14]([C:11]3([C:9]([O:8][CH2:1][C:2]4[CH:3]=[CH:4][CH:5]=[CH:6][CH:7]=4)=[O:10])[CH2:12][CH2:13]3)=[O:16])=[C:44]([F:45])[CH:43]=2)[CH:39]=[CH:38][N:37]=1)=[O:41], predict the reactants needed to synthesize it.